Dataset: Reaction yield outcomes from USPTO patents with 853,638 reactions. Task: Predict the reaction yield, written as a fraction of the theoretical maximum amount of product (1.0 means a 100% yield; for example, 0.34 means a 34% yield). (1) The reactants are [NH2:1][C:2]1[S:3][C:4]2[CH:10]=[C:9]([O:11][CH3:12])[CH:8]=[CH:7][C:5]=2[N:6]=1.[CH:13]([C:15]1[CH:24]=[CH:23][C:18]([C:19]([O:21][CH3:22])=[O:20])=[CH:17][CH:16]=1)=O.C(O[BH-](OC(=O)C)OC(=O)C)(=O)C.[Na+].C(O)(=O)C. The product is [CH3:22][O:21][C:19](=[O:20])[C:18]1[CH:23]=[CH:24][C:15]([CH2:13][NH:1][C:2]2[S:3][C:4]3[CH:10]=[C:9]([O:11][CH3:12])[CH:8]=[CH:7][C:5]=3[N:6]=2)=[CH:16][CH:17]=1. The catalyst is ClC(Cl)C.C1COCC1. The yield is 0.510. (2) The reactants are Cl[CH2:2][C:3]1[CH:28]=[CH:27][C:6]([C:7]([NH:9][C:10]2[S:11][C:12]3[C:18]([N:19]4[CH2:24][CH2:23][O:22][CH2:21][CH2:20]4)=[CH:17][CH:16]=[C:15]([O:25][CH3:26])[C:13]=3[N:14]=2)=[O:8])=[CH:5][CH:4]=1.[CH3:29][O:30][CH2:31][CH2:32][NH:33][CH3:34]. No catalyst specified. The product is [CH3:29][O:30][CH2:31][CH2:32][N:33]([CH2:2][C:3]1[CH:28]=[CH:27][C:6]([C:7]([NH:9][C:10]2[S:11][C:12]3[C:18]([N:19]4[CH2:24][CH2:23][O:22][CH2:21][CH2:20]4)=[CH:17][CH:16]=[C:15]([O:25][CH3:26])[C:13]=3[N:14]=2)=[O:8])=[CH:5][CH:4]=1)[CH3:34]. The yield is 0.550. (3) The product is [CH3:6][O:5][C:3]([CH:2]1[CH2:7][O:1][C:8](=[O:9])[O:10]1)=[O:4]. The reactants are [O:1]1[CH2:7][CH:2]1[C:3]([O:5][CH3:6])=[O:4].[C:8](=[O:10])=[O:9]. The catalyst is [Br-].C([N+](CCCC)(CCCC)CCCC)CCC.COC(C)(C)C. The yield is 0.940.